This data is from Full USPTO retrosynthesis dataset with 1.9M reactions from patents (1976-2016). The task is: Predict the reactants needed to synthesize the given product. Given the product [CH3:38][C:23]1[CH:22]=[C:21]([O:20][CH2:19][CH:15]([C:12]2[CH:13]=[CH:14][C:9]([C:8]([NH:7][CH2:6][CH2:5][C:4]([OH:40])=[O:3])=[O:39])=[CH:10][CH:11]=2)[CH:16]([CH3:18])[CH3:17])[CH:26]=[C:25]([CH3:27])[C:24]=1[C:28]1[CH:33]=[CH:32][C:31]([C:34]([F:35])([F:37])[F:36])=[CH:30][CH:29]=1, predict the reactants needed to synthesize it. The reactants are: C([O:3][C:4](=[O:40])[CH2:5][CH2:6][NH:7][C:8](=[O:39])[C:9]1[CH:14]=[CH:13][C:12]([CH:15]([CH2:19][O:20][C:21]2[CH:26]=[C:25]([CH3:27])[C:24]([C:28]3[CH:33]=[CH:32][C:31]([C:34]([F:37])([F:36])[F:35])=[CH:30][CH:29]=3)=[C:23]([CH3:38])[CH:22]=2)[CH:16]([CH3:18])[CH3:17])=[CH:11][CH:10]=1)C.[OH-].[Na+].Cl.